From a dataset of Catalyst prediction with 721,799 reactions and 888 catalyst types from USPTO. Predict which catalyst facilitates the given reaction. Reactant: [Br:1][C:2]1[C:3]([F:50])=[CH:4][C:5]([N:21]2[C:30]3[C:25](=[CH:26][C:27]([S:31](=[O:48])(=[O:47])[N:32]([C:42]4[CH:46]=[CH:45][O:44][N:43]=4)CC4C=CC(OC)=CC=4)=[CH:28][CH:29]=3)[CH:24]=[CH:23][C:22]2=[O:49])=[C:6]([CH:20]=1)[O:7][CH:8]1[CH2:12][CH2:11][N:10](C(OC(C)(C)C)=O)[CH2:9]1.FC(F)(F)S(O)(=O)=O. Product: [Br:1][C:2]1[C:3]([F:50])=[CH:4][C:5]([N:21]2[C:30]3[C:25](=[CH:26][C:27]([S:31]([NH:32][C:42]4[CH:46]=[CH:45][O:44][N:43]=4)(=[O:47])=[O:48])=[CH:28][CH:29]=3)[CH:24]=[CH:23][C:22]2=[O:49])=[C:6]([O:7][CH:8]2[CH2:12][CH2:11][NH:10][CH2:9]2)[CH:20]=1. The catalyst class is: 2.